This data is from Reaction yield outcomes from USPTO patents with 853,638 reactions. The task is: Predict the reaction yield, written as a fraction of the theoretical maximum amount of product (1.0 means a 100% yield; for example, 0.34 means a 34% yield). (1) The reactants are Br[C:2]1[CH:3]=[C:4]([C:18]([O:20][C:21]([CH3:24])([CH3:23])[CH3:22])=[O:19])[C:5]2[C:6]3[CH:16]4[NH:17][CH:13]([CH2:14][CH2:15]4)[CH2:12][C:7]=3[N:8]([CH3:11])[C:9]=2[CH:10]=1.[Na+].[C:26]1([S:32]([O-:34])=[O:33])[CH:31]=[CH:30][CH:29]=[CH:28][CH:27]=1. No catalyst specified. The product is [C:26]1([S:32]([C:2]2[CH:3]=[C:4]([C:18]([O:20][C:21]([CH3:24])([CH3:23])[CH3:22])=[O:19])[C:5]3[C:6]4[CH:16]5[NH:17][CH:13]([CH2:14][CH2:15]5)[CH2:12][C:7]=4[N:8]([CH3:11])[C:9]=3[CH:10]=2)(=[O:34])=[O:33])[CH:31]=[CH:30][CH:29]=[CH:28][CH:27]=1. The yield is 0.350. (2) The reactants are [Cl:1][C:2]1[CH:3]=[C:4]([NH:9][C:10]2[C:19]3[C:14](=[CH:15][C:16]([O:23][CH2:24][CH2:25][CH2:26][O:27][Si](C(C)(C)C)(C)C)=[C:17]([N+:20]([O-:22])=[O:21])[CH:18]=3)[N:13]=[CH:12][N:11]=2)[CH:5]=[CH:6][C:7]=1[F:8].[F-].C([N+](CCCC)(CCCC)CCCC)CCC.C(Cl)Cl.CO. The catalyst is O1CCCC1. The product is [Cl:1][C:2]1[CH:3]=[C:4]([NH:9][C:10]2[C:19]3[C:14](=[CH:15][C:16]([O:23][CH2:24][CH2:25][CH2:26][OH:27])=[C:17]([N+:20]([O-:22])=[O:21])[CH:18]=3)[N:13]=[CH:12][N:11]=2)[CH:5]=[CH:6][C:7]=1[F:8]. The yield is 0.940. (3) The reactants are CCN(C(C)C)C(C)C.Br[CH2:11][CH2:12][F:13].[NH2:14][CH2:15][C:16]1[CH:21]=[CH:20][CH:19]=[C:18]2[N:22]([C:37]3[C:38]4[C@H:45]([CH3:46])[CH2:44][CH2:43][C:39]=4[N:40]=[CH:41][N:42]=3)[CH2:23][C:24]3([CH2:29][CH2:28][N:27]([C:30]([O:32][C:33]([CH3:36])([CH3:35])[CH3:34])=[O:31])[CH2:26][CH2:25]3)[C:17]=12. The catalyst is CN(C=O)C. The product is [F:13][CH2:12][CH2:11][NH:14][CH2:15][C:16]1[CH:21]=[CH:20][CH:19]=[C:18]2[N:22]([C:37]3[C:38]4[C@H:45]([CH3:46])[CH2:44][CH2:43][C:39]=4[N:40]=[CH:41][N:42]=3)[CH2:23][C:24]3([CH2:29][CH2:28][N:27]([C:30]([O:32][C:33]([CH3:34])([CH3:35])[CH3:36])=[O:31])[CH2:26][CH2:25]3)[C:17]=12. The yield is 0.390. (4) The reactants are [CH:1]1([S:4]([C:7]2[CH:12]=[CH:11][C:10]([CH:13]([C:21]3[NH:25][C:24]([C:26]4[N:31]=[CH:30][C:29]([CH:32]=O)=[CH:28][CH:27]=4)=[CH:23][CH:22]=3)[CH2:14][CH:15]3[CH2:20][CH2:19][O:18][CH2:17][CH2:16]3)=[CH:9][CH:8]=2)(=[O:6])=[O:5])[CH2:3][CH2:2]1.Cl.Cl.[N:36]12[CH2:43][CH2:42][CH:39]([CH2:40][CH2:41]1)[CH:38]([NH2:44])[CH2:37]2.C(N(CC)CC)C.C(O[BH-](OC(=O)C)OC(=O)C)(=O)C.[Na+]. The catalyst is ClCCCl.C(OCC)(=O)C. The product is [CH:1]1([S:4]([C:7]2[CH:12]=[CH:11][C:10]([CH:13]([C:21]3[NH:25][C:24]([C:26]4[N:31]=[CH:30][C:29]([CH2:32][NH:44][CH:38]5[CH:39]6[CH2:42][CH2:43][N:36]([CH2:41][CH2:40]6)[CH2:37]5)=[CH:28][CH:27]=4)=[CH:23][CH:22]=3)[CH2:14][CH:15]3[CH2:16][CH2:17][O:18][CH2:19][CH2:20]3)=[CH:9][CH:8]=2)(=[O:5])=[O:6])[CH2:3][CH2:2]1. The yield is 0.240. (5) The reactants are [N+:1]([C:4]1[CH:9]=[CH:8][CH:7]=[CH:6][C:5]=1[S:10](Cl)(=[O:12])=[O:11])([O-:3])=[O:2].Cl.[CH2:15]([O:22][NH2:23])[C:16]1[CH:21]=[CH:20][CH:19]=[CH:18][CH:17]=1. The catalyst is N1C=CC=CC=1. The product is [CH2:15]([O:22][NH:23][S:10]([C:5]1[CH:6]=[CH:7][CH:8]=[CH:9][C:4]=1[N+:1]([O-:3])=[O:2])(=[O:12])=[O:11])[C:16]1[CH:21]=[CH:20][CH:19]=[CH:18][CH:17]=1. The yield is 0.626. (6) The reactants are [CH:1]1([C:7]2[C:15]3[C:10](=[CH:11][C:12]([C:16]([O:18][CH3:19])=[O:17])=[CH:13][CH:14]=3)[N:9]3C(O)[C:21]4[C:26]([C:8]=23)=[CH:25][CH:24]=[C:23]([O:27][CH3:28])[CH:22]=4)[CH2:6][CH2:5][CH2:4][CH2:3][CH2:2]1.COP([C:36](=[CH2:41])[C:37]([O:39][CH3:40])=[O:38])(OC)=O.[C:42](=O)([O-])[O-].[Cs+].[Cs+]. The catalyst is CN(C=O)C.O. The product is [CH:1]1([C:7]2[C:15]3[CH:14]=[CH:13][C:12]([C:16]([O:18][CH3:19])=[O:17])=[CH:11][C:10]=3[N:9]3[CH2:41][C:36]([C:37]([O:39][CH3:40])=[O:38])=[CH:42][C:21]4[CH:22]=[C:23]([O:27][CH3:28])[CH:24]=[CH:25][C:26]=4[C:8]=23)[CH2:6][CH2:5][CH2:4][CH2:3][CH2:2]1. The yield is 0.970. (7) The reactants are Cl[C:2]1[CH:3]=[C:4]([C:9]2[N:13]3[C:14]4[N:22]=[C:21]([O:23][CH3:24])[CH:20]=[CH:19][C:15]=4[N:16]=[C:17]([CH3:18])[C:12]3=[C:11]([CH3:25])[N:10]=2)[CH:5]=[C:6](Cl)[CH:7]=1.[CH3:26][O:27]C1C=CC(B(O)O)=CC=1.C([O-])([O-])=O.[K+].[K+]. The catalyst is C1C=CC([P]([Pd]([P](C2C=CC=CC=2)(C2C=CC=CC=2)C2C=CC=CC=2)([P](C2C=CC=CC=2)(C2C=CC=CC=2)C2C=CC=CC=2)[P](C2C=CC=CC=2)(C2C=CC=CC=2)C2C=CC=CC=2)(C2C=CC=CC=2)C2C=CC=CC=2)=CC=1. The product is [CH3:24][O:23][C:21]1[CH:20]=[CH:19][C:15]2[N:16]=[C:17]([CH3:18])[C:12]3[N:13]([C:9]([C:4]4[CH:5]=[CH:6][C:7]([O:27][CH3:26])=[CH:2][CH:3]=4)=[N:10][C:11]=3[CH3:25])[C:14]=2[N:22]=1. The yield is 0.770. (8) The reactants are [C:1]([N:9]=[C:10]=[S:11])(=[O:8])[C:2]1[CH:7]=[CH:6][CH:5]=[CH:4][CH:3]=1.[S:12]1([C:23]2[C:18](=[CH:19][CH:20]=[CH:21][CH:22]=2)[C:16](=[O:17])[NH:15]1)(=[O:14])=[O:13].O. The catalyst is ClCCl.CC(C)=O. The product is [NH2:9][C:10]([NH2:15])=[S:11].[C:1]([N:15]1[C:16](=[O:17])[C:18]2[C:23](=[CH:22][CH:21]=[CH:20][CH:19]=2)[S:12]1(=[O:13])=[O:14])(=[O:8])[C:2]1[CH:7]=[CH:6][CH:5]=[CH:4][CH:3]=1. The yield is 0.370. (9) The reactants are [CH3:1][O:2][C:3](=[O:23])[C:4]1[CH:9]=[CH:8][C:7]([Cl:10])=[C:6]([NH:11][C:12](=O)[CH2:13][O:14][CH2:15][C:16]2[CH:21]=[CH:20][CH:19]=[CH:18][CH:17]=2)[CH:5]=1.COC1C=CC(P2(SP(C3C=CC(OC)=CC=3)(=S)S2)=[S:33])=CC=1. The catalyst is C1(C)C=CC=CC=1. The product is [CH3:1][O:2][C:3](=[O:23])[C:4]1[CH:9]=[CH:8][C:7]([Cl:10])=[C:6]([NH:11][C:12](=[S:33])[CH2:13][O:14][CH2:15][C:16]2[CH:21]=[CH:20][CH:19]=[CH:18][CH:17]=2)[CH:5]=1. The yield is 0.670. (10) The reactants are Cl.Cl.[NH2:3][C@@H:4]1[CH2:8][CH2:7][N:6]([CH2:9][C:10]2[CH:15]=[CH:14][C:13]([Cl:16])=[CH:12][CH:11]=2)[CH2:5]1.[OH-].[Na+]. The catalyst is C(OCC)(=O)C. The product is [NH2:3][C@@H:4]1[CH2:8][CH2:7][N:6]([CH2:9][C:10]2[CH:15]=[CH:14][C:13]([Cl:16])=[CH:12][CH:11]=2)[CH2:5]1. The yield is 0.990.